Dataset: NCI-60 drug combinations with 297,098 pairs across 59 cell lines. Task: Regression. Given two drug SMILES strings and cell line genomic features, predict the synergy score measuring deviation from expected non-interaction effect. (1) Drug 1: CCC(=C(C1=CC=CC=C1)C2=CC=C(C=C2)OCCN(C)C)C3=CC=CC=C3.C(C(=O)O)C(CC(=O)O)(C(=O)O)O. Drug 2: CCN(CC)CCNC(=O)C1=C(NC(=C1C)C=C2C3=C(C=CC(=C3)F)NC2=O)C. Cell line: A498. Synergy scores: CSS=0.533, Synergy_ZIP=0.717, Synergy_Bliss=2.20, Synergy_Loewe=-1.84, Synergy_HSA=-0.836. (2) Drug 1: CC1=CC2C(CCC3(C2CCC3(C(=O)C)OC(=O)C)C)C4(C1=CC(=O)CC4)C. Drug 2: C1=NC(=NC(=O)N1C2C(C(C(O2)CO)O)O)N. Cell line: SF-268. Synergy scores: CSS=-8.32, Synergy_ZIP=2.07, Synergy_Bliss=-2.40, Synergy_Loewe=-15.4, Synergy_HSA=-7.39.